Dataset: Reaction yield outcomes from USPTO patents with 853,638 reactions. Task: Predict the reaction yield, written as a fraction of the theoretical maximum amount of product (1.0 means a 100% yield; for example, 0.34 means a 34% yield). (1) The reactants are [CH2:1]([O:8][CH2:9][CH2:10][CH2:11][O:12][C:13]1[CH:18]=[CH:17][C:16]([CH:19]2[CH:24]([OH:25])[CH2:23][N:22]([C:26]([O:28][C:29]([CH3:32])([CH3:31])[CH3:30])=[O:27])[CH2:21][CH:20]2[O:33][CH2:34][C:35]2[CH:40]=[CH:39][C:38]([O:41]COCC[Si](C)(C)C)=[CH:37][CH:36]=2)=[CH:15][CH:14]=1)[C:2]1[CH:7]=[CH:6][CH:5]=[CH:4][CH:3]=1.Cl.C(Cl)Cl. The catalyst is CO. The product is [CH2:1]([O:8][CH2:9][CH2:10][CH2:11][O:12][C:13]1[CH:14]=[CH:15][C:16]([CH:19]2[CH:24]([OH:25])[CH2:23][N:22]([C:26]([O:28][C:29]([CH3:32])([CH3:31])[CH3:30])=[O:27])[CH2:21][CH:20]2[O:33][CH2:34][C:35]2[CH:36]=[CH:37][C:38]([OH:41])=[CH:39][CH:40]=2)=[CH:17][CH:18]=1)[C:2]1[CH:7]=[CH:6][CH:5]=[CH:4][CH:3]=1. The yield is 0.450. (2) The yield is 0.910. The catalyst is C(O)C.[Fe]. The reactants are [Cl:1][C:2]1[S:6][C:5]([CH2:7][N:8]([CH3:19])[C:9]2[CH:14]=[CH:13][C:12]([N+:15]([O-])=O)=[C:11]([CH3:18])[CH:10]=2)=[CH:4][CH:3]=1.Cl.C(=O)(O)[O-].[Na+].C(=O)([O-])[O-].[Na+].[Na+]. The product is [Cl:1][C:2]1[S:6][C:5]([CH2:7][N:8]([CH3:19])[C:9]2[CH:14]=[CH:13][C:12]([NH2:15])=[C:11]([CH3:18])[CH:10]=2)=[CH:4][CH:3]=1.